From a dataset of Forward reaction prediction with 1.9M reactions from USPTO patents (1976-2016). Predict the product of the given reaction. (1) Given the reactants [CH2:1]([OH:4])[CH:2]=[CH2:3].[H-].[Na+].[NH2:7][C:8]1[NH:9][C:10](=[O:27])[C:11]2[N:12]=[C:13](Br)[N:14]([C@H:17]3[C@H:21]([OH:22])[C@H:20]([OH:23])[C@@H:19]([CH2:24][OH:25])[O:18]3)[C:15]=2[N:16]=1.C(OCC)C, predict the reaction product. The product is: [CH2:1]([O:4][C:13]1[N:14]([C@H:17]2[C@H:21]([OH:22])[C@H:20]([OH:23])[C@@H:19]([CH2:24][OH:25])[O:18]2)[C:15]2[N:16]=[C:8]([NH2:7])[NH:9][C:10](=[O:27])[C:11]=2[N:12]=1)[CH:2]=[CH2:3]. (2) The product is: [F:1][C:2]1[CH:3]=[C:4]2[C:8](=[CH:9][C:10]=1[NH:11][CH2:25][C:14]1[CH:21]=[CH:20][C:17]([CH3:18])=[CH:16][CH:15]=1)[NH:7][C:6](=[O:12])[CH2:5]2. Given the reactants [F:1][C:2]1[CH:3]=[C:4]2[C:8](=[CH:9][C:10]=1[NH2:11])[NH:7][C:6](=[O:12])[CH2:5]2.F[C:14]1[CH:21]=[CH:20][C:17]([CH:18]=O)=[CH:16][CH:15]=1.[BH4-].[Na+].O.[CH2:25](O)C, predict the reaction product. (3) Given the reactants [CH:1]1([NH:6][C:7]2[N:12]3[N:13]=[C:14]([C:28]4[CH:29]=[C:30]([OH:34])[CH:31]=[CH:32][CH:33]=4)[C:15]([C:16]4[CH:21]=[CH:20][N:19]=[C:18]([NH:22][CH:23]5[CH2:27][CH2:26][CH2:25][CH2:24]5)[N:17]=4)=[C:11]3[CH:10]=[CH:9][CH:8]=2)[CH2:5][CH2:4][CH2:3][CH2:2]1.C(=O)([O-])[O-].[Cs+].[Cs+].Br[CH2:42][CH:43]1[CH2:45][CH2:44]1.C(OCC)(=O)C, predict the reaction product. The product is: [CH:1]1([NH:6][C:7]2[N:12]3[N:13]=[C:14]([C:28]4[CH:33]=[CH:32][CH:31]=[C:30]([O:34][CH2:42][CH:43]5[CH2:45][CH2:44]5)[CH:29]=4)[C:15]([C:16]4[CH:21]=[CH:20][N:19]=[C:18]([NH:22][CH:23]5[CH2:24][CH2:25][CH2:26][CH2:27]5)[N:17]=4)=[C:11]3[CH:10]=[CH:9][CH:8]=2)[CH2:2][CH2:3][CH2:4][CH2:5]1. (4) Given the reactants C(OC([N:8]([CH2:19][CH3:20])[C:9]1[S:13][CH:12]=[C:11]([C:14]([O:16][CH3:17])=[O:15])[C:10]=1[CH3:18])=O)(C)(C)C.C(O)(C(F)(F)F)=O, predict the reaction product. The product is: [CH2:19]([NH:8][C:9]1[S:13][CH:12]=[C:11]([C:14]([O:16][CH3:17])=[O:15])[C:10]=1[CH3:18])[CH3:20]. (5) Given the reactants [NH4+:1].[Cl-].N.[Cl:4][C:5]1[CH:15]=[CH:14][CH:13]=[CH:12][C:6]=1[O:7][CH2:8][CH:9]1[CH2:11][O:10]1, predict the reaction product. The product is: [NH2:1][CH2:11][CH:9]([OH:10])[CH2:8][O:7][C:6]1[CH:12]=[CH:13][CH:14]=[CH:15][C:5]=1[Cl:4]. (6) Given the reactants [N+:1]([C:4]1[CH:13]=[CH:12][CH:11]=[C:10]2[C:5]=1[CH:6]=[CH:7]O[C:9]2=[O:14])([O-:3])=[O:2].[CH2:15]([CH2:17][NH2:18])[OH:16].C(N(CC)CC)C, predict the reaction product. The product is: [OH:16][CH2:15][CH2:17][N:18]1[CH:7]=[CH:6][C:5]2[C:10](=[CH:11][CH:12]=[CH:13][C:4]=2[N+:1]([O-:3])=[O:2])[C:9]1=[O:14].